From a dataset of Reaction yield outcomes from USPTO patents with 853,638 reactions. Predict the reaction yield, written as a fraction of the theoretical maximum amount of product (1.0 means a 100% yield; for example, 0.34 means a 34% yield). (1) The reactants are Br[C:2]1[CH:3]=[CH:4][C:5]([O:8][CH3:9])=[N:6][CH:7]=1.[C:10](=[N:23][NH2:24])([C:17]1[CH:22]=[CH:21][CH:20]=[CH:19][CH:18]=1)[C:11]1[CH:16]=[CH:15][CH:14]=[CH:13][CH:12]=1.CC(C)([O-])C.[Na+]. The catalyst is C1(C)C=CC=CC=1.C1C=CC(/C=C/C(/C=C/C2C=CC=CC=2)=O)=CC=1.C1C=CC(/C=C/C(/C=C/C2C=CC=CC=2)=O)=CC=1.C1C=CC(/C=C/C(/C=C/C2C=CC=CC=2)=O)=CC=1.[Pd].[Pd]. The product is [C:11]1([C:10]([C:17]2[CH:22]=[CH:21][CH:20]=[CH:19][CH:18]=2)=[N:23][NH:24][C:2]2[CH:3]=[CH:4][C:5]([O:8][CH3:9])=[N:6][CH:7]=2)[CH:12]=[CH:13][CH:14]=[CH:15][CH:16]=1. The yield is 0.680. (2) The reactants are [CH3:1][O:2]/[N:3]=[C:4](/[C:27]1[CH:32]=[CH:31][C:30]([O:33][CH3:34])=[CH:29][CH:28]=1)\[CH2:5][O:6][C:7]1[CH:26]=[CH:25][C:10]([CH2:11][O:12][C:13]2[CH:18]=[CH:17][C:16]([CH:19]3[CH2:21][CH:20]3[C:22]([OH:24])=[O:23])=[CH:15][CH:14]=2)=[CH:9][CH:8]=1.[OH-].[Na+:36]. No catalyst specified. The product is [CH3:1][O:2]/[N:3]=[C:4](/[C:27]1[CH:28]=[CH:29][C:30]([O:33][CH3:34])=[CH:31][CH:32]=1)\[CH2:5][O:6][C:7]1[CH:8]=[CH:9][C:10]([CH2:11][O:12][C:13]2[CH:18]=[CH:17][C:16]([CH:19]3[CH2:21][CH:20]3[C:22]([O-:24])=[O:23])=[CH:15][CH:14]=2)=[CH:25][CH:26]=1.[Na+:36]. The yield is 0.278.